This data is from Experimentally validated miRNA-target interactions with 360,000+ pairs, plus equal number of negative samples. The task is: Binary Classification. Given a miRNA mature sequence and a target amino acid sequence, predict their likelihood of interaction. (1) The miRNA is hsa-miR-4315 with sequence CCGCUUUCUGAGCUGGAC. The protein sequence of the target gene is MGNSFCYTAVYCMINTGTQMDLEVKGVAATSRSQIQPFFGRKKPLQQRWTSESWTNQNSCPPVVPRLDLGSLVDSDDEDNFSYIPLSTANLPNSSSTLGWVTPCQTPYTQYHLNKLDQNIIPENLPAPTDKCKLKYQQCKTEIKEGYKQYSQRNAENTKSNVTHKQSPRNKIDEKCVQDEEANTDDLTTLDRKAILQQGYADNSCDKQQRARKLDAEIVAAEKKKQIVAEQVMIDHLSRAVISDPEQNLAIEQKESDHILPDSKMTPLRFRKRTLHETKIRTHSTLTENVLSHKLQFDGR.... Result: 1 (interaction). (2) The miRNA is hsa-miR-205-5p with sequence UCCUUCAUUCCACCGGAGUCUG. The protein sequence of the target gene is MPVHSRGDKKETNHHDEMEVDYAENEGSSSEDEDTESSSVSEDGDSSEMDDEDCERRRMECLDEMSNLEKQFTDLKDQLYKERLSQVDAKLQEVIAGKAPEYLEPLATLQENMQIRTKVAGIYRELCLESVKNKYECEIQASRQHCESEKLLLYDTVQSELEEKIRRLEEDRHSIDITSELWNDELQSRKKRKDPFSPDKKKPVVVSGPYIVYMLQDLDILEDWTTIRKAMATLGPHRVKTEPPVKLEKHLHSARSEEGRLYYDGEWYIRGQTICIDRKDECPTSAVITTINHDEVWFKR.... Result: 0 (no interaction). (3) The miRNA is hsa-let-7a-5p with sequence UGAGGUAGUAGGUUGUAUAGUU. The protein sequence of the target gene is MAAAAPGNGRASAPRLLLLFLVPLLWAPAAVRAGPDEDLSHRNKEPPAPAQQLQPQPVAVQGPEPARVEKIFTPAAPVHTNKEDPATQTNLGFIHAFVAAISVIIVSELGDKTFFIAAIMAMRYNRLTVLAGAMLALGLMTCLSVLFGYATTVIPRVYTYYVSTVLFAIFGIRMLREGLKMSPDEGQEELEEVQAELKKKDEEFQRTKLLNGPGDVETGTSITVPQKKWLHFISPIFVQALTLTFLAEWGDRSQLTTIVLAAREDPYGVAVGGTVGHCLCTGLAVIGGRMIAQKISVRTV.... Result: 1 (interaction). (4) The miRNA is hsa-miR-5003-3p with sequence UACUUUUCUAGGUUGUUGGGG. The protein sequence of the target gene is MADPEVVVSSCSSHEEENRCNFNQQTSPSEELLLEDQMRRKLKFFFMNPCEKFWARGRKPWKLAIQILKIAMVTIQLVLFGLSNQMVVAFKEENTIAFKHLFLKGYMDRMDDTYAVYTQSDVYDQLIFAVNQYLQLYNVSVGNHAYENKGTKQSAMAICQHFYKRGNIYPGNDTFDIDPEIETECFFVEPDEPFHIGTPAENKLNLTLDFHRLLTVELQFKLKAINLQTVRHQELPDCYDFTLTITFDNKAHSGRIKISLDNDISIRECKDWHVSGSIQKNTHYMMIFDAFVILTCLVSL.... Result: 0 (no interaction). (5) The miRNA is mmu-miR-467a-5p with sequence UAAGUGCCUGCAUGUAUAUGCG. The protein sequence of the target gene is MASSVGNVADSTGLAELAHREYQAGDFEAAERHCMQLWRQEPDNTGVLLLLSSIHFQCRRLDRSAHFSTLAIKQNPLLAEAYSNLGNVYKERGQLQEAIEHYRHALRLKPDFIDGYINLAAALVAAGDMEGAVQAYVSALQYNPDLYCVRSDLGNLLKALGRLEEAKACYLKAIETQPNFAVAWSNLGCVFNAQGEIWLAIHHFEKAVTLDPNFLDAYINLGNVLKEARIFDRAVAAYLRALSLSPNHAVVHGNLACVYYEQGLIDLAIDTYRRAIELQPHFPDAYCNLANALKEKGSVA.... Result: 0 (no interaction). (6) Result: 0 (no interaction). The miRNA is hsa-miR-7159-3p with sequence UUUCUAUGUUAGUUGGAAG. The protein sequence of the target gene is MKEMSANTMLDSQRQQKHYGITSPISLACPKEIDHIYTQKLIDAMKPFGVFEDEEELNHRLVVLGKLNNLVKEWISDISESKNLPPSVVATVGGKIFTFGSYRLGVHTKGADIDALCVAPRHVERSDFFQSFFEKLKHQDGIRNLRAVEDAFVPVIKFEFDGIEIDLVFARLAIQTISDNLDLRDDSRLRSLDIRCIRSLNGCRVTDEILHLVPNKETFRLTLRAVKLWAKRRGIYSNMLGFLGGVSWAMLVARTCQLYPNAAASTLVHKFFLVFSKWEWPNPVLLKQPEESNLNLPVWD....